The task is: Predict the product of the given reaction.. This data is from Forward reaction prediction with 1.9M reactions from USPTO patents (1976-2016). (1) Given the reactants [CH3:1][N:2]1[CH2:27][CH2:26][C:5]2[N:6]([CH2:14][CH:15]([C:17]3[CH:18]=[CH:19][C:20]([C:23](O)=[O:24])=[N:21][CH:22]=3)[OH:16])[C:7]3[CH:8]=[CH:9][C:10]([CH3:13])=[CH:11][C:12]=3[C:4]=2[CH2:3]1.CCN=C=N[CH2:33][CH2:34][CH2:35][N:36](C)C.Cl.C1(N)CC1, predict the reaction product. The product is: [CH:35]1([NH:36][C:23](=[O:24])[C:20]2[CH:19]=[CH:18][C:17]([CH:15]([OH:16])[CH2:14][N:6]3[C:7]4[CH:8]=[CH:9][C:10]([CH3:13])=[CH:11][C:12]=4[C:4]4[CH2:3][N:2]([CH3:1])[CH2:27][CH2:26][C:5]3=4)=[CH:22][N:21]=2)[CH2:33][CH2:34]1. (2) Given the reactants [CH3:1][C:2]([CH3:18])([C:6](=[O:17])[NH:7][S:8]([C:11]1[CH:16]=[CH:15][CH:14]=[CH:13][CH:12]=1)(=[O:10])=[O:9])[C:3]([OH:5])=[O:4].[F:19][C:20]([F:32])([F:31])C1C=C(S(Cl)(=O)=O)C=CC=1, predict the reaction product. The product is: [CH3:1][C:2]([CH3:18])([C:6](=[O:17])[NH:7][S:8]([C:11]1[CH:16]=[CH:15][CH:14]=[C:13]([C:20]([F:32])([F:31])[F:19])[CH:12]=1)(=[O:10])=[O:9])[C:3]([OH:5])=[O:4]. (3) The product is: [Br:1][C:2]1[CH:10]=[C:9]2[C:5]([C:6]([C:11]([O:13][CH3:14])=[O:12])=[CH:7][N:8]2[S:23]([C:19]2[CH:18]=[N:17][CH:22]=[CH:21][CH:20]=2)(=[O:25])=[O:24])=[CH:4][CH:3]=1. Given the reactants [Br:1][C:2]1[CH:10]=[C:9]2[C:5]([C:6]([C:11]([O:13][CH3:14])=[O:12])=[CH:7][NH:8]2)=[CH:4][CH:3]=1.[H-].[Na+].[N:17]1[CH:22]=[CH:21][CH:20]=[C:19]([S:23](Cl)(=[O:25])=[O:24])[CH:18]=1.O, predict the reaction product. (4) Given the reactants [CH2:1]([N:5]([S:15]([C:18]1[CH:23]=[CH:22][C:21]([N+:24]([O-:26])=[O:25])=[CH:20][CH:19]=1)(=[O:17])=[O:16])[C@H:6]([C:12]([OH:14])=[O:13])[CH2:7][CH2:8][CH2:9][CH2:10][NH2:11])[CH:2]([CH3:4])[CH3:3].[CH2:27]([S:34](Cl)(=[O:36])=[O:35])[C:28]1[CH:33]=[CH:32][CH:31]=[CH:30][CH:29]=1, predict the reaction product. The product is: [CH2:1]([N:5]([S:15]([C:18]1[CH:23]=[CH:22][C:21]([N+:24]([O-:26])=[O:25])=[CH:20][CH:19]=1)(=[O:17])=[O:16])[C@H:6]([C:12]([OH:14])=[O:13])[CH2:7][CH2:8][CH2:9][CH2:10][NH:11][S:34]([CH2:27][C:28]1[CH:33]=[CH:32][CH:31]=[CH:30][CH:29]=1)(=[O:36])=[O:35])[CH:2]([CH3:4])[CH3:3]. (5) The product is: [Br:1][C:2]1[CH:10]=[CH:9][C:5]([C:6]2[C:36]([C:37]3[NH:38][CH:39]=[CH:40][N:41]=3)=[CH:35][N:34]=[C:33]([NH:42][CH2:43][CH2:44][NH:45][C:13]3[CH:18]=[CH:17][C:16]([C:19]([F:22])([F:21])[F:20])=[CH:15][N:14]=3)[N:32]=2)=[C:4]([Cl:11])[CH:3]=1. Given the reactants [Br:1][C:2]1[CH:10]=[CH:9][C:5]([C:6](Cl)=O)=[C:4]([Cl:11])[CH:3]=1.Cl[C:13]1[CH:18]=[CH:17][C:16]([C:19]([F:22])([F:21])[F:20])=[CH:15][N:14]=1.ClC1C=C(Cl)C=CC=1C1[C:36]([C:37]2[NH:38][CH:39]=[CH:40][N:41]=2)=[CH:35][N:34]=[C:33]([NH:42][CH2:43][CH2:44][NH:45]C2C=CC([N+]([O-])=O)=CN=2)[N:32]=1, predict the reaction product. (6) The product is: [CH3:15][O:14][C:6]1[CH:5]=[C:4]2[C:9]([CH:10]=[C:11]([CH:12]=[O:13])[C:2]([C:18]3[CH:19]=[CH:20][S:16][CH:17]=3)=[N:3]2)=[CH:8][CH:7]=1. Given the reactants Cl[C:2]1[C:11]([CH:12]=[O:13])=[CH:10][C:9]2[C:4](=[CH:5][C:6]([O:14][CH3:15])=[CH:7][CH:8]=2)[N:3]=1.[S:16]1[CH:20]=[CH:19][C:18](B(O)O)=[CH:17]1.C([O-])([O-])=O.[Na+].[Na+], predict the reaction product. (7) Given the reactants [N:1]1[CH:6]=[CH:5][CH:4]=[CH:3][C:2]=1[C:7]1[N:11]=[C:10]([C:12]2[CH:17]=[C:16]([C:18]#[N:19])[CH:15]=[C:14]([CH2:20]Br)[CH:13]=2)[O:9][N:8]=1.[NH3:22], predict the reaction product. The product is: [N:1]1[CH:6]=[CH:5][CH:4]=[CH:3][C:2]=1[C:7]1[N:11]=[C:10]([C:12]2[CH:17]=[C:16]([C:18]#[N:19])[CH:15]=[C:14]([CH2:20][NH2:22])[CH:13]=2)[O:9][N:8]=1.